From a dataset of Forward reaction prediction with 1.9M reactions from USPTO patents (1976-2016). Predict the product of the given reaction. (1) The product is: [F:21][C:12]1[CH:13]=[CH:14][CH:15]=[C:16]([C:17]([F:20])([F:18])[F:19])[C:11]=1[NH:10][C:7]1[CH:6]=[CH:5][C:4]([CH:2]([NH:1][C:34]([C:31]2([NH:30][C:28]([C:26]3[CH:25]=[N:24][CH:23]=[N:22][CH:27]=3)=[O:29])[CH2:33][CH2:32]2)=[O:35])[CH3:3])=[N:9][CH:8]=1. Given the reactants [NH2:1][CH:2]([C:4]1[N:9]=[CH:8][C:7]([NH:10][C:11]2[C:16]([C:17]([F:20])([F:19])[F:18])=[CH:15][CH:14]=[CH:13][C:12]=2[F:21])=[CH:6][CH:5]=1)[CH3:3].[N:22]1[CH:27]=[C:26]([C:28]([NH:30][C:31]2([C:34](O)=[O:35])[CH2:33][CH2:32]2)=[O:29])[CH:25]=[N:24][CH:23]=1, predict the reaction product. (2) Given the reactants [CH2:1]([C:4]1[C:10]([OH:11])=[CH:9][CH:8]=[C:7]([CH2:12][CH:13]=[CH2:14])[C:5]=1[OH:6])[CH:2]=[CH2:3], predict the reaction product. The product is: [CH2:1]([C:4]1[C:5]([OH:6])=[C:7]([CH2:12][CH2:13][CH3:14])[CH:8]=[CH:9][C:10]=1[OH:11])[CH2:2][CH3:3]. (3) Given the reactants Cl[C:2]1[C:3]2[CH2:16][CH2:15][N:14]([C:17]3[CH:22]=[CH:21][N:20]=[CH:19][CH:18]=3)[C:4]=2[N:5]=[C:6]([N:8]2[CH2:13][CH2:12][O:11][CH2:10][CH2:9]2)[N:7]=1.COC1C=CC(C[N:30](CC2C=CC(OC)=CC=2)[C:31]2[N:36]=[C:35]([CH3:37])[C:34](B3OC(C)(C)C(C)(C)O3)=[CH:33][N:32]=2)=CC=1.COC1C=CC(CN(CC2C=CC(OC)=CC=2)C2N=CC(B3OC(C)(C)C(C)(C)O3)=CN=2)=CC=1, predict the reaction product. The product is: [CH3:37][C:35]1[C:34]([C:2]2[C:3]3[CH2:16][CH2:15][N:14]([C:17]4[CH:22]=[CH:21][N:20]=[CH:19][CH:18]=4)[C:4]=3[N:5]=[C:6]([N:8]3[CH2:13][CH2:12][O:11][CH2:10][CH2:9]3)[N:7]=2)=[CH:33][N:32]=[C:31]([NH2:30])[N:36]=1.